From a dataset of Full USPTO retrosynthesis dataset with 1.9M reactions from patents (1976-2016). Predict the reactants needed to synthesize the given product. (1) Given the product [CH:9]1([CH2:8][C:2]2[N:17]3[CH:18]=[CH:19][C:20]([C:22]([N:24]([CH2:27][CH3:28])[CH2:25][CH3:26])=[O:23])=[CH:21][C:16]3=[N:15][C:3]=2[CH:5]2[CH2:7][CH2:6]2)[CH2:14][CH2:13][CH2:12][CH2:11][CH2:10]1, predict the reactants needed to synthesize it. The reactants are: Br[CH:2]([CH2:8][CH:9]1[CH2:14][CH2:13][CH2:12][CH2:11][CH2:10]1)[C:3]([CH:5]1[CH2:7][CH2:6]1)=O.[NH2:15][C:16]1[CH:21]=[C:20]([C:22]([N:24]([CH2:27][CH3:28])[CH2:25][CH3:26])=[O:23])[CH:19]=[CH:18][N:17]=1. (2) Given the product [F:35][C:2]1([F:1])[CH2:3][CH2:4][CH:5]([N:8]([CH2:33][CH3:34])[C:9]2[C:24]3[CH2:23][CH:22]=[CH:21][CH2:20][CH2:19][C:18]4[CH:25]=[C:26]([CH3:31])[NH:27][C:28](=[O:29])[C:17]=4[CH2:16][NH:15][C:14](=[O:32])[C:13]=3[CH:12]=[CH:11][CH:10]=2)[CH2:6][CH2:7]1, predict the reactants needed to synthesize it. The reactants are: [F:1][C:2]1([F:35])[CH2:7][CH2:6][CH:5]([N:8]([CH2:33][CH3:34])[C:9]2[C:24]3[CH2:23][CH:22]=[CH:21][CH2:20][CH2:19][C:18]4[CH:25]=[C:26]([CH3:31])[N:27]=[C:28]([O:29]C)[C:17]=4[CH2:16][NH:15][C:14](=[O:32])[C:13]=3[CH:12]=[CH:11][CH:10]=2)[CH2:4][CH2:3]1.FC(F)(F)C([O-])=O.Cl. (3) Given the product [O:1]=[C:2]1[C:7]2[CH:8]=[CH:9][CH:10]=[CH:11][C:6]=2[S:5][C:4]([C:12]2[N:17]=[C:16]([CH2:18][CH2:19][C:20]([OH:22])=[O:21])[CH:15]=[CH:14][CH:13]=2)=[N:3]1, predict the reactants needed to synthesize it. The reactants are: [O:1]=[C:2]1[C:7]2[CH:8]=[CH:9][CH:10]=[CH:11][C:6]=2[S:5][C:4]([C:12]2[N:17]=[C:16]([CH2:18][CH2:19][C:20]([O:22]C(C)(C)C)=[O:21])[CH:15]=[CH:14][CH:13]=2)=[N:3]1.C(OC(C)C)(C)C. (4) Given the product [ClH:27].[NH2:19][C@@H:17]1[CH2:18][C@H:16]1[C:12]1[CH:11]=[C:10]([CH:15]=[CH:14][CH:13]=1)[C:8]([NH:7][CH:4]1[CH2:3][CH2:2][O:1][CH2:6][CH2:5]1)=[O:9], predict the reactants needed to synthesize it. The reactants are: [O:1]1[CH2:6][CH2:5][CH:4]([NH:7][C:8]([C:10]2[CH:11]=[C:12]([C@@H:16]3[CH2:18][C@H:17]3[NH:19]C(=O)OC(C)(C)C)[CH:13]=[CH:14][CH:15]=2)=[O:9])[CH2:3][CH2:2]1.[ClH:27].C(OCC)(=O)C. (5) Given the product [C:1]([C:5]1[CH:10]=[CH:9][C:8]([S:11]([NH:14][C:18]2[C:19]([C:25]([C:27]3[CH:28]=[N:29][C:30]([C:33]#[N:34])=[CH:31][CH:32]=3)=[O:26])=[N:20][CH:21]=[C:22]([Cl:24])[CH:23]=2)(=[O:13])=[O:12])=[CH:7][CH:6]=1)([CH3:4])([CH3:2])[CH3:3], predict the reactants needed to synthesize it. The reactants are: [C:1]([C:5]1[CH:10]=[CH:9][C:8]([S:11]([N:14]([C:18]2[C:19]([C:25]([C:27]3[CH:28]=[N:29][C:30]([C:33]#[N:34])=[CH:31][CH:32]=3)=[O:26])=[N:20][CH:21]=[C:22]([Cl:24])[CH:23]=2)COC)(=[O:13])=[O:12])=[CH:7][CH:6]=1)([CH3:4])([CH3:3])[CH3:2]. (6) Given the product [C:2]1([CH2:8][N:9]2[CH2:16][CH2:15][CH2:14][C@H:10]2[C:11]([N:23]2[CH2:18][CH2:17][CH2:22][CH2:21]2)=[O:13])[CH:3]=[CH:4][CH:5]=[CH:6][CH:7]=1, predict the reactants needed to synthesize it. The reactants are: Cl.[C:2]1([CH2:8][N:9]2[CH2:16][CH2:15][CH2:14][C@H:10]2[C:11]([OH:13])=O)[CH:7]=[CH:6][CH:5]=[CH:4][CH:3]=1.[CH:17]1[CH:18]=CC2N(O)N=[N:23][C:21]=2[CH:22]=1.CN1CCOCC1.N1CCCC1.CCN=C=NCCCN(C)C. (7) Given the product [CH:8]([N:21]1[CH:26]=[CH:25][C:24]([C:27]2[CH:32]=[CH:31][N:30]=[C:29]([NH:7][CH:4]3[CH2:5][CH2:6][O:1][CH2:2][CH2:3]3)[N:28]=2)=[CH:23][C:22]1=[O:37])([C:9]1[CH:14]=[CH:13][CH:12]=[CH:11][CH:10]=1)[C:15]1[CH:20]=[CH:19][CH:18]=[CH:17][CH:16]=1, predict the reactants needed to synthesize it. The reactants are: [O:1]1[CH2:6][CH2:5][CH:4]([NH2:7])[CH2:3][CH2:2]1.[CH:8]([N:21]1[CH:26]=[CH:25][C:24]([C:27]2[CH:32]=[CH:31][N:30]=[C:29](S(C)(=O)=O)[N:28]=2)=[CH:23][C:22]1=[O:37])([C:15]1[CH:20]=[CH:19][CH:18]=[CH:17][CH:16]=1)[C:9]1[CH:14]=[CH:13][CH:12]=[CH:11][CH:10]=1.